Dataset: Forward reaction prediction with 1.9M reactions from USPTO patents (1976-2016). Task: Predict the product of the given reaction. (1) Given the reactants OCCO[C:5](=[O:8])[CH:6]=[CH2:7].C(O)(=O)[C:10]1[C:11](=[CH:15][CH:16]=[CH:17][CH:18]=1)[C:12]([OH:14])=O.[C:21]1(C)[CH:26]=CC=C[CH:22]=1, predict the reaction product. The product is: [CH2:22]1[CH2:7][CH2:6][C:5]([OH:8])([C:12]([C:11]2[CH:10]=[CH:18][CH:17]=[CH:16][CH:15]=2)=[O:14])[CH2:26][CH2:21]1. (2) Given the reactants [O:1]1[CH:5]=[CH:4][CH:3]=[CH:2]1.[C:6]([O:9]B(OC(=O)C)OC(=O)C)(=[O:8])C.[C:19](O)(=O)[CH:20]=C, predict the reaction product. The product is: [CH:5]12[O:1][CH:2]([CH:19]=[CH:20]1)[CH2:3][CH:4]2[C:6]([OH:9])=[O:8]. (3) Given the reactants [NH2:1][C:2]1[C:3]([Cl:9])=[N:4][CH:5]=[CH:6][C:7]=1[NH2:8].[C:10](O)(=[O:14])[C:11]([CH3:13])=O, predict the reaction product. The product is: [Cl:9][C:3]1[C:2]2=[N:1][C:10]([OH:14])=[C:11]([CH3:13])[N:8]=[C:7]2[CH:6]=[CH:5][N:4]=1. (4) Given the reactants [N+:1]([C:4]1[N:5]=[C:6]([CH:9]([C:15]2[CH:20]=[CH:19][CH:18]=[CH:17][CH:16]=2)[C:10]([O:12]CC)=[O:11])[NH:7][CH:8]=1)([O-])=O.[C:21]([O:25][C:26]([NH:28][C:29]([CH3:49])([CH3:48])[C:30]([NH:32][C@H:33]([CH2:37][C:38]1[CH:47]=[CH:46][C:45]2[C:40](=[CH:41][CH:42]=[CH:43][CH:44]=2)[CH:39]=1)[C:34](O)=[O:35])=[O:31])=[O:27])([CH3:24])([CH3:23])[CH3:22], predict the reaction product. The product is: [C:21]([O:25][C:26]([NH:28][C:29]([CH3:49])([CH3:48])[C:30]([NH:32][C@H:33]([CH2:37][C:38]1[CH:47]=[CH:46][C:45]2[C:40](=[CH:41][CH:42]=[CH:43][CH:44]=2)[CH:39]=1)[C:34]([NH:1][C:4]1[N:5]=[C:6]([CH:9]([C:15]2[CH:16]=[CH:17][CH:18]=[CH:19][CH:20]=2)[C:10]([OH:12])=[O:11])[NH:7][CH:8]=1)=[O:35])=[O:31])=[O:27])([CH3:24])([CH3:22])[CH3:23]. (5) Given the reactants O[CH2:2][CH:3](CO)O.[C:7]([OH:28])(=[O:27])[CH2:8][CH2:9][CH2:10]/[CH:11]=[CH:12]\[CH2:13]/[CH:14]=[CH:15]\[CH2:16]/[CH:17]=[CH:18]\[CH2:19]/[CH:20]=[CH:21]\[CH2:22][CH2:23][CH2:24][CH2:25][CH3:26], predict the reaction product. The product is: [CH3:26][CH2:25]/[CH:24]=[CH:23]\[CH2:22]/[CH:21]=[CH:20]\[CH2:19]/[CH:18]=[CH:17]\[CH2:16]/[CH:15]=[CH:14]\[CH2:13]/[CH:12]=[CH:11]\[CH2:10][CH2:9][CH2:8][C:7]([OH:28])=[O:27].[C:7]([OH:28])(=[O:27])[CH:8]=[CH:9][CH:10]=[CH:11][CH:12]=[CH:13][CH:14]=[CH:15][CH:16]=[CH:17][CH:18]=[CH:19][CH2:20][CH2:21][CH2:22][CH2:23][CH2:24][CH2:25][CH2:26][CH2:2][CH3:3].